Dataset: Full USPTO retrosynthesis dataset with 1.9M reactions from patents (1976-2016). Task: Predict the reactants needed to synthesize the given product. The reactants are: [N+:1]([C:4]1[CH:9]=[C:8]([C:10]([F:13])([F:12])[F:11])[CH:7]=[CH:6][C:5]=1[OH:14])([O-])=O.[C:15](OC(=O)C)(=[O:17])[CH3:16]. Given the product [OH:14][C:5]1[CH:6]=[CH:7][C:8]([C:10]([F:13])([F:12])[F:11])=[CH:9][C:4]=1[NH:1][C:15](=[O:17])[CH3:16], predict the reactants needed to synthesize it.